The task is: Predict the product of the given reaction.. This data is from Forward reaction prediction with 1.9M reactions from USPTO patents (1976-2016). (1) Given the reactants [CH3:1][Mg]Br.[Br:4][C:5]1[CH:6]=[C:7]2[C:11](=[CH:12][CH:13]=1)[N:10]([CH:14]1[CH2:19][CH2:18][C:17](=[O:20])[CH2:16][CH2:15]1)[CH:9]=[CH:8]2, predict the reaction product. The product is: [Br:4][C:5]1[CH:6]=[C:7]2[C:11](=[CH:12][CH:13]=1)[N:10]([CH:14]1[CH2:15][CH2:16][C:17]([CH3:1])([OH:20])[CH2:18][CH2:19]1)[CH:9]=[CH:8]2. (2) Given the reactants [Cl:1][C:2]1[N:7]=[C:6](Cl)[CH:5]=[C:4]([Cl:9])[N:3]=1.C(N(CC)CC)C.Cl.[Br:18][CH2:19][CH2:20][CH2:21][NH2:22], predict the reaction product. The product is: [Br:18][CH2:19][CH2:20][CH2:21][NH:22][C:6]1[CH:5]=[C:4]([Cl:9])[N:3]=[C:2]([Cl:1])[N:7]=1. (3) Given the reactants [Br:1][C:2]1[C:3]([OH:10])=[C:4]([CH:7]=[CH:8][CH:9]=1)[CH:5]=[O:6].[C:11](=O)([O-])[O-].[Cs+].[Cs+].CI.O, predict the reaction product. The product is: [Br:1][C:2]1[C:3]([O:10][CH3:11])=[C:4]([CH:7]=[CH:8][CH:9]=1)[CH:5]=[O:6]. (4) Given the reactants [F:1][C:2]1[CH:7]=[CH:6][C:5]([S:8]([N:11]2[C:20]3[C:15](=[CH:16][C:17]([C:21]([OH:30])([C:26]([F:29])([F:28])[F:27])[C:22]([F:25])([F:24])[F:23])=[CH:18][CH:19]=3)[CH2:14][CH2:13][C@H:12]2[CH2:31][C:32]([NH:34][NH:35][C:36](=O)[C:37]2[CH:42]=[CH:41][N:40]=[CH:39][CH:38]=2)=[O:33])(=[O:10])=[O:9])=[CH:4][CH:3]=1.[C:44]([OH:50])([C:46]([F:49])([F:48])[F:47])=[O:45].CCN(C(C)C)C(C)C.S(Cl)(C1C=CC(C)=CC=1)(=O)=O, predict the reaction product. The product is: [F:29][C:26]([F:28])([F:27])[C:21]([C:17]1[CH:16]=[C:15]2[C:20](=[CH:19][CH:18]=1)[N:11]([S:8]([C:5]1[CH:4]=[CH:3][C:2]([F:1])=[CH:7][CH:6]=1)(=[O:9])=[O:10])[C@H:12]([CH2:31][C:32]1[O:33][C:36]([C:37]3[CH:42]=[CH:41][N:40]=[CH:39][CH:38]=3)=[N:35][N:34]=1)[CH2:13][CH2:14]2)([OH:30])[C:22]([F:24])([F:25])[F:23].[C:44]([OH:50])([C:46]([F:49])([F:48])[F:47])=[O:45]. (5) Given the reactants [CH2:1]([O:3][C:4]([C@H:6]1[C@H:10]([CH:11]=O)[CH2:9][N:8]([C:13]([O:15][C:16]([CH3:19])([CH3:18])[CH3:17])=[O:14])[CH2:7]1)=[O:5])[CH3:2].[CH:20]([NH2:23])([CH3:22])[CH3:21].[BH-](OC(C)=O)(OC(C)=O)OC(C)=O.[Na+], predict the reaction product. The product is: [CH2:1]([O:3][C:4]([C@H:6]1[C@H:10]([CH2:11][NH:23][CH:20]([CH3:22])[CH3:21])[CH2:9][N:8]([C:13]([O:15][C:16]([CH3:19])([CH3:18])[CH3:17])=[O:14])[CH2:7]1)=[O:5])[CH3:2]. (6) Given the reactants C(N(C(C)C)C(C)C)C.[C:10]([NH:17][C:18]([NH2:20])=[NH:19])([O:12][C:13]([CH3:16])([CH3:15])[CH3:14])=[O:11].[CH3:21][O:22][C:23]1[CH:24]=[C:25]([CH2:31][C:32](Cl)=[O:33])[CH:26]=[CH:27][C:28]=1[O:29][CH3:30], predict the reaction product. The product is: [CH3:21][O:22][C:23]1[CH:24]=[C:25]([CH2:31][C:32]([NH:19][C:18]([NH:17][C:10]([O:12][C:13]([CH3:15])([CH3:16])[CH3:14])=[O:11])=[NH:20])=[O:33])[CH:26]=[CH:27][C:28]=1[O:29][CH3:30]. (7) Given the reactants CS(O)(=O)=O.[CH:6]([O:9][CH:10]1[C:15](OC)([O:16]C)[CH2:14][CH2:13][N:12]([C:20]([O:22][C:23]([CH3:26])([CH3:25])[CH3:24])=[O:21])[CH2:11]1)([CH3:8])[CH3:7].C(=O)(O)[O-].[Na+], predict the reaction product. The product is: [CH:6]([O:9][CH:10]1[C:15](=[O:16])[CH2:14][CH2:13][N:12]([C:20]([O:22][C:23]([CH3:25])([CH3:24])[CH3:26])=[O:21])[CH2:11]1)([CH3:8])[CH3:7].